This data is from Full USPTO retrosynthesis dataset with 1.9M reactions from patents (1976-2016). The task is: Predict the reactants needed to synthesize the given product. (1) The reactants are: [C:1]([N:4]1[C:12]2[C:7](=[CH:8][C:9]([O:13][CH3:14])=[CH:10][CH:11]=2)[CH2:6][C@H:5]1[CH3:15])(=[O:3])[CH3:2].[N:16]([O-:18])=[O:17].[Na+].O. Given the product [C:1]([N:4]1[C:12]2[C:7](=[CH:8][C:9]([O:13][CH3:14])=[C:10]([N+:16]([O-:18])=[O:17])[CH:11]=2)[CH2:6][C@H:5]1[CH3:15])(=[O:3])[CH3:2], predict the reactants needed to synthesize it. (2) Given the product [NH:22]1[C:26]2[CH:27]=[CH:28][CH:29]=[CH:30][C:25]=2[N:24]=[C:23]1[C:31]1[CH:40]=[CH:39][C:34]([C:35]2[N:36]=[C:1]([C:2]3[CH:3]=[CH:4][CH:5]=[CH:6][CH:7]=3)[O:9][N:37]=2)=[CH:33][CH:32]=1, predict the reactants needed to synthesize it. The reactants are: [C:1]([OH:9])(=O)[C:2]1[CH:7]=[CH:6][CH:5]=[CH:4][CH:3]=1.C(C1NC=CN=1)(C1NC=CN=1)=O.[NH:22]1[C:26]2[CH:27]=[CH:28][CH:29]=[CH:30][C:25]=2[N:24]=[C:23]1[C:31]1[CH:40]=[CH:39][C:34](/[C:35](=[N:37]/O)/[NH2:36])=[CH:33][CH:32]=1. (3) Given the product [CH3:1][C:2]1[C:6]([CH3:7])=[C:5]([NH:8][C:9]([N:38]2[CH2:39][CH2:40][CH:45]([C:26]3[S:27][CH:28]=[C:24]([C:21]4[CH:20]=[CH:19][C:18]([F:17])=[CH:23][CH:22]=4)[N:25]=3)[CH2:43][CH2:41]2)=[O:16])[O:4][N:3]=1, predict the reactants needed to synthesize it. The reactants are: [CH3:1][C:2]1[C:6]([CH3:7])=[C:5]([NH:8][C:9](=[O:16])OCC(Cl)(Cl)Cl)[O:4][N:3]=1.[F:17][C:18]1[CH:23]=[CH:22][C:21]([C:24]2[N:25]=[C:26](N3CCCCC3)[S:27][CH:28]=2)=[CH:20][CH:19]=1.C([N:38]([CH:41]([CH3:43])C)[CH2:39][CH3:40])(C)C.O.[CH3:45]S(C)=O.